From a dataset of Forward reaction prediction with 1.9M reactions from USPTO patents (1976-2016). Predict the product of the given reaction. (1) Given the reactants [Br:1][C:2]1[CH:3]=[C:4]([C:8](=O)[CH2:9][CH2:10][CH2:11][CH2:12][N:13]2[CH2:18][CH2:17][CH:16]([C:19]3[CH:20]=[C:21]([NH:25][C:26](=[O:30])[CH:27]([CH3:29])[CH3:28])[CH:22]=[CH:23][CH:24]=3)[CH2:15][CH2:14]2)[CH:5]=[CH:6][CH:7]=1.Cl.[C:33]1([N:39]([C:41]2[CH:46]=[CH:45][CH:44]=[CH:43][CH:42]=2)N)[CH:38]=[CH:37][CH:36]=[CH:35][CH:34]=1, predict the reaction product. The product is: [Br:1][C:2]1[CH:3]=[C:4]([C:8]2[N:39]([C:41]3[CH:46]=[CH:45][CH:44]=[CH:43][CH:42]=3)[C:33]3[C:34]([C:9]=2[CH2:10][CH2:11][CH2:12][N:13]2[CH2:18][CH2:17][CH:16]([C:19]4[CH:20]=[C:21]([NH:25][C:26](=[O:30])[CH:27]([CH3:29])[CH3:28])[CH:22]=[CH:23][CH:24]=4)[CH2:15][CH2:14]2)=[CH:35][CH:36]=[CH:37][CH:38]=3)[CH:5]=[CH:6][CH:7]=1. (2) Given the reactants C(=O)([O-])[O-].[K+].[K+].[CH3:7][O:8][C:9]1[CH:14]=[CH:13][CH:12]=[CH:11][C:10]=1[OH:15].Br[CH2:17][C:18]#[N:19], predict the reaction product. The product is: [C:18]([CH2:17][O:15][C:10]1[CH:11]=[CH:12][CH:13]=[CH:14][C:9]=1[O:8][CH3:7])#[N:19].